This data is from Full USPTO retrosynthesis dataset with 1.9M reactions from patents (1976-2016). The task is: Predict the reactants needed to synthesize the given product. (1) Given the product [CH3:9][O:1][C:2]1[C:3]([CH3:8])=[N:4][CH:5]=[CH:6][CH:7]=1, predict the reactants needed to synthesize it. The reactants are: [OH:1][C:2]1[C:3]([CH3:8])=[N:4][CH:5]=[CH:6][CH:7]=1.[CH3:9][O-].[Na+]. (2) Given the product [C:22]([O:21][C:20](=[O:26])[NH:19][CH2:18][C@H:15]1[CH2:16][CH2:17][C@H:13]([O:12][NH2:3])[CH2:14]1)([CH3:25])([CH3:23])[CH3:24], predict the reactants needed to synthesize it. The reactants are: O=C1C2C(=CC=CC=2)C(=O)[N:3]1[O:12][C@H:13]1[CH2:17][CH2:16][C@H:15]([CH2:18][NH:19][C:20](=[O:26])[O:21][C:22]([CH3:25])([CH3:24])[CH3:23])[CH2:14]1.O.NN. (3) The reactants are: [H-].[Al+3].[Li+].[H-].[H-].[H-].[CH3:7][O:8][CH2:9][CH2:10][O:11][CH2:12][O:13][C:14]1[CH:15]=[C:16]([CH:26]=[CH:27][C:28]=1[CH3:29])[C:17](OCOCCOC)=[O:18].[OH-].[Na+]. Given the product [CH3:7][O:8][CH2:9][CH2:10][O:11][CH2:12][O:13][C:14]1[CH:15]=[C:16]([CH:26]=[CH:27][C:28]=1[CH3:29])[CH:17]=[O:18], predict the reactants needed to synthesize it. (4) Given the product [CH3:13][O:12][C:9]1[CH:10]=[C:11]2[C:6](=[CH:7][C:8]=1[O:14][CH3:15])[N:5]=[CH:4][C:3]([C:16]([NH2:18])=[O:17])=[C:2]2[NH:24][C:23]1[CH:25]=[CH:26][CH:27]=[C:21]([O:20][CH3:19])[C:22]=1[CH3:28], predict the reactants needed to synthesize it. The reactants are: Cl[C:2]1[C:11]2[C:6](=[CH:7][C:8]([O:14][CH3:15])=[C:9]([O:12][CH3:13])[CH:10]=2)[N:5]=[CH:4][C:3]=1[C:16]([NH2:18])=[O:17].[CH3:19][O:20][C:21]1[C:22]([CH3:28])=[C:23]([CH:25]=[CH:26][CH:27]=1)[NH2:24].C(O)(=O)C.C([O-])(O)=O.[Na+]. (5) Given the product [ClH:1].[CH3:2][C:3]1[CH:4]=[CH:5][CH:6]=[C:7]([CH:17]=1)[O:8][CH2:9][CH2:10][CH2:11][O:12][NH:13][C:14]([NH:16][O:73][S:74]([C:77]1[CH:82]=[CH:81][CH:80]=[CH:79][C:78]=1[S:83]([N:86]1[CH2:87][CH2:88][N:89]([C:92]2[CH:97]=[CH:96][CH:95]=[CH:94][CH:93]=2)[CH2:90][CH2:91]1)(=[O:85])=[O:84])(=[O:75])=[O:76])=[NH:15], predict the reactants needed to synthesize it. The reactants are: [ClH:1].[CH3:2][C:3]1[CH:4]=[C:5](OS(C2C=CC=CC=2S(N2CCN(C3C=CC=CC=3)CC2)(=O)=O)(=O)=O)[CH:6]=[C:7]([CH:17]=1)[O:8][CH2:9][CH2:10][CH2:11][O:12][NH:13][C:14]([NH2:16])=[NH:15].C(OC(N(OCCCOC1C=C(C)C=C([O:73][S:74]([C:77]2[CH:82]=[CH:81][CH:80]=[CH:79][C:78]=2[S:83]([N:86]2[CH2:91][CH2:90][N:89]([C:92]3[CH:97]=[CH:96][CH:95]=[CH:94][CH:93]=3)[CH2:88][CH2:87]2)(=[O:85])=[O:84])(=[O:76])=[O:75])C=1)C(NC(OC(C)(C)C)=O)=N)=O)(C)(C)C.C(C(=CC1C=CC(O)=CC=1)C(O)=O)#N. (6) Given the product [CH3:1][O:2][C:3]1[CH:7]=[CH:6][NH:5][C:4]=1/[CH:8]=[C:9]1/[C:10]2[CH:17]=[C:16]([C:18]([OH:20])=[O:19])[S:15][C:11]=2[NH:12][C:13]/1=[O:14], predict the reactants needed to synthesize it. The reactants are: [CH3:1][O:2][C:3]1[CH:7]=[CH:6][NH:5][C:4]=1/[CH:8]=[C:9]1/[C:10]2[CH:17]=[C:16]([C:18]([O:20]C(C)(C)C)=[O:19])[S:15][C:11]=2[NH:12][C:13]/1=[O:14].FC(F)(F)C(O)=O. (7) Given the product [CH3:20][N:21]1[CH2:26][CH2:25][N:24]([CH2:1][C@@H:3]2[CH2:12][C:11]3[C:6](=[CH:7][CH:8]=[CH:9][CH:10]=3)[CH2:5][NH:4]2)[CH2:23][CH2:22]1, predict the reactants needed to synthesize it. The reactants are: [CH:1]([C@@H:3]1[CH2:12][C:11]2[C:6](=[CH:7][CH:8]=[CH:9][CH:10]=2)[CH2:5][N:4]1C(OC(C)(C)C)=O)=O.[CH3:20][N:21]1[CH2:26][CH2:25][NH:24][CH2:23][CH2:22]1.